From a dataset of Catalyst prediction with 721,799 reactions and 888 catalyst types from USPTO. Predict which catalyst facilitates the given reaction. (1) Reactant: Cl.[CH3:2][N:3]([CH3:20])[C:4]1([C:14]2[CH:19]=[CH:18][CH:17]=[CH:16][CH:15]=2)[CH2:13][CH2:12][C:7]2(OCC[O:8]2)[CH2:6][CH2:5]1. Product: [CH3:2][N:3]([CH3:20])[C:4]1([C:14]2[CH:15]=[CH:16][CH:17]=[CH:18][CH:19]=2)[CH2:13][CH2:12][C:7](=[O:8])[CH2:6][CH2:5]1. The catalyst class is: 33. (2) Reactant: Br[CH2:2][C:3]([C:5]1[CH:10]=[CH:9][CH:8]=[C:7]([F:11])[C:6]=1[F:12])=[O:4].[S-:13][C:14]#[N:15].[K+].O. Product: [F:12][C:6]1[C:7]([F:11])=[CH:8][CH:9]=[CH:10][C:5]=1[C:3](=[O:4])[CH2:2][S:13][C:14]#[N:15]. The catalyst class is: 8. (3) Reactant: [NH:1]1[C:9]2[CH2:8][CH2:7][CH:6]=[C:5]([C:10]3[CH:17]=[CH:16][C:13]([C:14]#[N:15])=[C:12]([F:18])[CH:11]=3)[C:4]=2[CH:3]=[N:2]1.[H][H]. Product: [F:18][C:12]1[CH:11]=[C:10]([CH:5]2[CH2:6][CH2:7][CH2:8][C:9]3[NH:1][N:2]=[CH:3][C:4]2=3)[CH:17]=[CH:16][C:13]=1[C:14]#[N:15]. The catalyst class is: 5. (4) Reactant: [CH3:1][O:2][C:3](=[O:14])[CH2:4][O:5][C:6]1[CH:11]=[CH:10][C:9]([F:12])=[C:8]([NH2:13])[CH:7]=1.C([O:17][C:18](=O)[CH:19]([CH2:24][C:25]1[CH:30]=[CH:29][C:28]([C:31]#[N:32])=[CH:27][CH:26]=1)[C:20](=O)[CH2:21][CH3:22])C.O1CCOCC1. Product: [CH3:1][O:2][C:3](=[O:14])[CH2:4][O:5][C:6]1[CH:11]=[CH:10][C:9]([F:12])=[C:8]2[C:7]=1[C:18]([OH:17])=[C:19]([CH2:24][C:25]1[CH:26]=[CH:27][C:28]([C:31]#[N:32])=[CH:29][CH:30]=1)[C:20]([CH2:21][CH3:22])=[N:13]2. The catalyst class is: 6.